This data is from Catalyst prediction with 721,799 reactions and 888 catalyst types from USPTO. The task is: Predict which catalyst facilitates the given reaction. (1) Reactant: [Br:1][C:2]1[C:3]2[C:8]([C:9](Br)=[C:10]3[C:15]=1[CH:14]=[CH:13][CH:12]=[CH:11]3)=[CH:7][CH:6]=[CH:5][CH:4]=2.[C:17]1(B(O)O)[C:30]2[C:31]3=[C:32]4[C:27](=[CH:28][CH:29]=2)[CH:26]=[CH:25]C=C4[CH:22]=[CH:21][C:20]3=[CH:19][CH:18]=1.C([O-])([O-])=O.[Na+].[Na+].[CH3:42][CH2:43]O. Product: [Br:1][C:2]1[C:3]2[C:8](=[CH:7][CH:6]=[CH:5][CH:4]=2)[C:9]([C:10]2[C:11]3[C:32]4=[C:31]5[C:20](=[CH:21][CH:22]=3)[CH:19]=[CH:18][CH:17]=[C:30]5[CH:29]=[CH:28][C:27]4=[CH:26][CH:25]=2)=[C:14]2[C:15]=1[CH:42]=[CH:43][CH:12]=[CH:13]2. The catalyst class is: 206. (2) Product: [C:21]([C:18]1[CH:17]=[C:16]([NH:15][C:13](=[O:14])[C:12]([CH3:25])([O:8][CH2:7][CH:4]2[CH2:5][CH2:6][O:1][CH2:2][CH2:3]2)[CH3:26])[O:20][N:19]=1)([CH3:24])([CH3:23])[CH3:22]. Reactant: [O:1]1[CH2:6][CH2:5][CH:4]([CH2:7][OH:8])[CH2:3][CH2:2]1.[H-].[Na+].Br[C:12]([CH3:26])([CH3:25])[C:13]([NH:15][C:16]1[O:20][N:19]=[C:18]([C:21]([CH3:24])([CH3:23])[CH3:22])[CH:17]=1)=[O:14]. The catalyst class is: 1. (3) Reactant: FC(F)(F)C(O)=O.FC(F)(F)C(O)=O.[NH:15]1[CH:19]=[N:18][C:17]([C:20]2[CH:25]=[CH:24][C:23]([C:26]3[CH:27]=[N:28][N:29]4[CH:34]=[CH:33][C:32]([N:35]5[C@@H:39]([CH:40]([CH3:42])[CH3:41])[CH2:38][N:37]([CH2:43][CH2:44][CH:45]6[CH2:50][CH2:49][CH2:48][NH:47][CH2:46]6)[C:36]5=[O:51])=[N:31][C:30]=34)=[CH:22][CH:21]=2)=[N:16]1.C=O.[BH4-].[Na+].O. Product: [NH:15]1[CH:19]=[N:18][C:17]([C:20]2[CH:21]=[CH:22][C:23]([C:26]3[CH:27]=[N:28][N:29]4[CH:34]=[CH:33][C:32]([N:35]5[C@@H:39]([CH:40]([CH3:42])[CH3:41])[CH2:38][N:37]([CH2:43][CH2:44][CH:45]6[CH2:50][CH2:49][CH2:48][NH:47][CH2:46]6)[C:36]5=[O:51])=[N:31][C:30]=34)=[CH:24][CH:25]=2)=[N:16]1. The catalyst class is: 10. (4) Reactant: [CH3:1][C:2]1[CH:3]=[CH:4][CH:5]=[CH:6][C:7]=1[O:8][C@@H:9]([C:14]1[CH:15]=[CH:16][CH:17]=[CH:18][CH:19]=1)[CH2:10][CH2:11][NH:12][CH3:13].C(N(CC)CC)C.[C:27](Cl)(=[O:29])[CH3:28]. Product: [CH3:13][N:12]([CH2:11][CH2:10][CH:9]([O:8][C:7]1[CH:6]=[CH:5][CH:4]=[CH:3][C:2]=1[CH3:1])[C:14]1[CH:19]=[CH:18][CH:17]=[CH:16][CH:15]=1)[C:27](=[O:29])[CH3:28]. The catalyst class is: 4. (5) Product: [O:22]=[C:21]1[N:8]([C:2]2[CH:7]=[CH:6][CH:5]=[CH:4][CH:3]=2)[N:9]=[C:11]([CH2:12][CH2:13][C:14]([O:16][CH2:17][CH3:18])=[O:15])[CH2:19][CH2:20]1. The catalyst class is: 11. Reactant: Cl.[C:2]1([NH:8][NH2:9])[CH:7]=[CH:6][CH:5]=[CH:4][CH:3]=1.O=[C:11]([CH2:19][CH2:20][C:21](OCC)=[O:22])[CH2:12][CH2:13][C:14]([O:16][CH2:17][CH3:18])=[O:15].